Binary Classification. Given a T-cell receptor sequence (or CDR3 region) and an epitope sequence, predict whether binding occurs between them. From a dataset of TCR-epitope binding with 47,182 pairs between 192 epitopes and 23,139 TCRs. (1) The epitope is VTIAEILLI. The TCR CDR3 sequence is CASRPTGGGTEAFF. Result: 1 (the TCR binds to the epitope). (2) The epitope is HPVGEADYFEY. The TCR CDR3 sequence is CASSLMYEQYF. Result: 0 (the TCR does not bind to the epitope). (3) The epitope is SSNVANYQK. The TCR CDR3 sequence is CASSYLGDIQFNQPQHF. Result: 0 (the TCR does not bind to the epitope).